This data is from Reaction yield outcomes from USPTO patents with 853,638 reactions. The task is: Predict the reaction yield, written as a fraction of the theoretical maximum amount of product (1.0 means a 100% yield; for example, 0.34 means a 34% yield). The reactants are [O:1]1[CH2:5][CH2:4][CH2:3][CH:2]1[CH2:6][CH2:7][C:8]1[CH:15]=[CH:14][C:11]([CH:12]=O)=[CH:10][CH:9]=1.[N+:16]([CH3:19])([O-:18])=[O:17].C([O-])(=O)C.[NH4+]. The catalyst is C(O)(=O)C. The product is [O:1]1[CH2:5][CH2:4][CH2:3][CH:2]1[CH2:6][CH2:7][C:8]1[CH:15]=[CH:14][C:11](/[CH:12]=[CH:19]/[N+:16]([O-:18])=[O:17])=[CH:10][CH:9]=1. The yield is 0.940.